From a dataset of Peptide-MHC class I binding affinity with 185,985 pairs from IEDB/IMGT. Regression. Given a peptide amino acid sequence and an MHC pseudo amino acid sequence, predict their binding affinity value. This is MHC class I binding data. The peptide sequence is KEGKLQCRI. The MHC is HLA-A68:02 with pseudo-sequence HLA-A68:02. The binding affinity (normalized) is 0.0847.